Task: Predict the reaction yield, written as a fraction of the theoretical maximum amount of product (1.0 means a 100% yield; for example, 0.34 means a 34% yield).. Dataset: Reaction yield outcomes from USPTO patents with 853,638 reactions (1) The reactants are [F:1][C:2]1[CH:7]=[CH:6][C:5]([C:8]2[O:9][C:10]3[C:16]([C:17]([OH:19])=O)=[CH:15][CH:14]=[CH:13][C:11]=3[N:12]=2)=[CH:4][CH:3]=1.Cl.Cl.[NH2:22][CH:23]1[CH2:30][CH:29]2[N:31]([CH3:32])[CH:25]([CH2:26][CH2:27][CH2:28]2)[CH2:24]1. No catalyst specified. The product is [CH3:32][N:31]1[CH:25]2[CH2:26][CH2:27][CH2:28][CH:29]1[CH2:30][CH:23]([NH:22][C:17]([C:16]1[C:10]3[O:9][C:8]([C:5]4[CH:4]=[CH:3][C:2]([F:1])=[CH:7][CH:6]=4)=[N:12][C:11]=3[CH:13]=[CH:14][CH:15]=1)=[O:19])[CH2:24]2. The yield is 0.150. (2) The reactants are [Br:1][C:2]1[CH:3]=[CH:4][C:5]([C:9]2[C:17]3[C:12](=[CH:13][N:14]=[C:15]([C:18]4[CH:19]=[N:20][CH:21]=[CH:22][CH:23]=4)[CH:16]=3)[N:11](COCC[Si](C)(C)C)[N:10]=2)=[N:6][C:7]=1F.[NH:32]1[CH2:36][CH2:35][C@@H:34]([NH:37]C(=O)OC(C)(C)C)[CH2:33]1. No catalyst specified. The product is [Br:1][C:2]1[C:7]([N:32]2[CH2:36][CH2:35][C@@H:34]([NH2:37])[CH2:33]2)=[N:6][C:5]([C:9]2[C:17]3[C:12](=[CH:13][N:14]=[C:15]([C:18]4[CH:19]=[N:20][CH:21]=[CH:22][CH:23]=4)[CH:16]=3)[NH:11][N:10]=2)=[CH:4][CH:3]=1. The yield is 0.340. (3) The reactants are [OH:1][C@H:2]([CH3:6])[C:3](N)=O.F[B-](F)(F)F.C([O+](CC)CC)C.[O:19]1[CH2:24][CH2:23][CH2:22][C@H:21]([NH:25][C:26]2[C:31]([NH2:32])=[CH:30][N:29]=[C:28]3[CH:33]=[CH:34][S:35][C:27]=23)[CH2:20]1. The catalyst is O1CCCC1.C(O)C. The product is [O:19]1[CH2:24][CH2:23][CH2:22][C@H:21]([N:25]2[C:26]3=[C:27]4[S:35][CH:34]=[CH:33][C:28]4=[N:29][CH:30]=[C:31]3[N:32]=[C:3]2[C@H:2]([OH:1])[CH3:6])[CH2:20]1. The yield is 0.650. (4) The reactants are O[CH:2]1[CH2:8][CH2:7][N:6]([C:9]([O:11][CH2:12][C:13]2[CH:18]=[CH:17][CH:16]=[CH:15][CH:14]=2)=[O:10])[CH2:5][CH2:4][CH:3]1[C:19]([O:21][CH2:22][CH3:23])=[O:20].C(N(CC)CC)C.CS(Cl)(=O)=O.C1CCN2C(=NCCC2)CC1. The catalyst is C1COCC1.ClCCl.C(OCC)(=O)C.CCCCCC. The product is [N:6]1([C:9]([O:11][CH2:12][C:13]2[CH:14]=[CH:15][CH:16]=[CH:17][CH:18]=2)=[O:10])[CH2:7][CH2:8][CH:2]=[C:3]([C:19]([O:21][CH2:22][CH3:23])=[O:20])[CH2:4][CH2:5]1. The yield is 0.800. (5) The reactants are [CH2:1]([C:5]1[CH:6]=[C:7]([CH:10]=O)[NH:8][CH:9]=1)[CH2:2][CH2:3][CH3:4].[C:12]([CH:17]=P(C1C=CC=CC=1)(C1C=CC=CC=1)C1C=CC=CC=1)([O:14][CH2:15][CH3:16])=[O:13]. The catalyst is C1C=CC=CC=1. The product is [CH2:1]([C:5]1[CH:6]=[C:7](/[CH:10]=[CH:17]/[C:12]([O:14][CH2:15][CH3:16])=[O:13])[NH:8][CH:9]=1)[CH2:2][CH2:3][CH3:4]. The yield is 0.990. (6) The reactants are [Br:1][C:2]1[CH:7]=[CH:6][C:5]([CH2:8][CH2:9][S:10]([NH:13][C:14]2[CH:19]=[CH:18][C:17]([CH3:20])=[CH:16][C:15]=2[S:21]([NH2:24])(=[O:23])=[O:22])(=[O:12])=[O:11])=[CH:4][CH:3]=1.[OH-:25].[Na+].[Mn]([O-])(=O)(=O)=O.[K+].[OH2:33]. No catalyst specified. The product is [Br:1][C:2]1[CH:7]=[CH:6][C:5]([CH2:8][CH2:9][S:10]([NH:13][C:14]2[CH:19]=[CH:18][C:17]([C:20]([OH:33])=[O:25])=[CH:16][C:15]=2[S:21](=[O:23])(=[O:22])[NH2:24])(=[O:11])=[O:12])=[CH:4][CH:3]=1. The yield is 0.690. (7) The reactants are [K].[C:2]([O:6][C:7](=[O:13])[CH:8]([C:11]#[N:12])[CH:9]=[O:10])([CH3:5])([CH3:4])[CH3:3].[Cl-].[C:15]1([S+:21]([C:28]2[CH:33]=[CH:32][CH:31]=[CH:30][CH:29]=2)[C:22]2[CH:27]=[CH:26][CH:25]=[CH:24][CH:23]=2)[CH:20]=[CH:19][CH:18]=[CH:17][CH:16]=1.O. No catalyst specified. The product is [C:28]1([S+:21]([C:15]2[CH:16]=[CH:17][CH:18]=[CH:19][CH:20]=2)[C:22]2[CH:27]=[CH:26][CH:25]=[CH:24][CH:23]=2)[CH:29]=[CH:30][CH:31]=[CH:32][CH:33]=1.[C:2]([O:6][C:7](=[O:13])[CH:8]([C:11]#[N:12])[CH:9]=[O:10])([CH3:5])([CH3:3])[CH3:4]. The yield is 0.790. (8) The reactants are [CH2:1]([O:3][C:4](=[O:8])[CH:5]=[N+]=[N-])[CH3:2].[CH:9]1([CH2:12][OH:13])[CH2:11][CH2:10]1.CC(=O)OCC. The catalyst is C(Cl)Cl. The product is [CH:9]1([CH2:12][O:13][CH2:5][C:4]([O:3][CH2:1][CH3:2])=[O:8])[CH2:11][CH2:10]1. The yield is 0.904. (9) The catalyst is ClCCl. The reactants are Cl.[C:2]1(=[O:13])[C:7]2([CH2:12][CH2:11][CH2:10][NH:9][CH2:8]2)[CH2:6][CH2:5][CH2:4][NH:3]1.C(N(CC)CC)C.[F:21][C:22]([F:38])([F:37])[C:23]1[CH:24]=[C:25]([S:33](Cl)(=[O:35])=[O:34])[CH:26]=[C:27]([C:29]([F:32])([F:31])[F:30])[CH:28]=1. The product is [F:32][C:29]([F:30])([F:31])[C:27]1[CH:26]=[C:25]([S:33]([N:9]2[CH2:10][CH2:11][CH2:12][C:7]3([C:2](=[O:13])[NH:3][CH2:4][CH2:5][CH2:6]3)[CH2:8]2)(=[O:34])=[O:35])[CH:24]=[C:23]([C:22]([F:38])([F:37])[F:21])[CH:28]=1. The yield is 0.340. (10) The reactants are [F:1][C:2]1[CH:3]=[C:4]([NH:9][C:10]2[CH:11]=[N:12][CH:13]=[CH:14][CH:15]=2)[C:5]([NH2:8])=[CH:6][CH:7]=1.[C:16]([O:20][C:21]([NH:23][C@@H:24]([CH3:28])[C:25](O)=[O:26])=[O:22])([CH3:19])([CH3:18])[CH3:17].C1C=NC2N(O)N=NC=2C=1.CN1CCOCC1.Cl.CN(C)CCCN=C=NCC. The catalyst is C(Cl)Cl. The product is [C:16]([O:20][C:21](=[O:22])[NH:23][C@H:24]([C:25](=[O:26])[NH:8][C:5]1[CH:6]=[CH:7][C:2]([F:1])=[CH:3][C:4]=1[NH:9][C:10]1[CH:11]=[N:12][CH:13]=[CH:14][CH:15]=1)[CH3:28])([CH3:17])([CH3:18])[CH3:19]. The yield is 0.670.